This data is from Catalyst prediction with 721,799 reactions and 888 catalyst types from USPTO. The task is: Predict which catalyst facilitates the given reaction. (1) The catalyst class is: 5. Product: [S:21]([C:18]1[CH:19]=[CH:20][C:15]([CH3:25])=[CH:16][CH:17]=1)([OH:24])(=[O:23])=[O:22].[CH3:3][NH:5][CH2:7][CH2:8][CH2:9][CH2:10][CH:11]=[CH2:12]. Reactant: FC(F)(F)[C:3]([N:5]([CH2:7][CH2:8][CH2:9][CH2:10][CH:11]=[CH2:12])C)=O.[C:15]1([CH3:25])[CH:20]=[CH:19][C:18]([S:21]([OH:24])(=[O:23])=[O:22])=[CH:17][CH:16]=1. (2) Reactant: [CH2:1]([S:3]([N:6]1[CH2:11][CH2:10][CH:9]([C:12]2[C:20]3[C:15](=[C:16]([C:30]([NH2:32])=[O:31])[CH:17]=[C:18](B4OC(C)(C)C(C)(C)O4)[CH:19]=3)[NH:14][CH:13]=2)[CH2:8][CH2:7]1)(=[O:5])=[O:4])[CH3:2].Cl.Br[C:35]1[CH:36]=[C:37]2[C:41](=[CH:42][CH:43]=1)[CH2:40][NH:39][CH2:38]2.C(=O)([O-])[O-].[Cs+].[Cs+]. The catalyst class is: 38. Product: [CH2:38]1[C:37]2[C:41](=[CH:42][C:43]([C:18]3[CH:19]=[C:20]4[C:15](=[C:16]([C:30]([NH2:32])=[O:31])[CH:17]=3)[NH:14][CH:13]=[C:12]4[CH:9]3[CH2:10][CH2:11][N:6]([S:3]([CH2:1][CH3:2])(=[O:4])=[O:5])[CH2:7][CH2:8]3)=[CH:35][CH:36]=2)[CH2:40][NH:39]1. (3) Reactant: [F:1][C:2]1[CH:7]=[C:6]([CH3:8])[CH:5]=[C:4]([NH:9][CH:10]2[CH2:15][CH2:14][N:13]([C@H:16]3[CH2:21][CH2:20][C@H:19]([O:22][CH2:23][CH2:24][CH3:25])[CH2:18][CH2:17]3)[CH2:12][CH2:11]2)[C:3]=1[NH2:26].[Cl:27][C:28](Cl)([O:30]C(=O)OC(Cl)(Cl)Cl)Cl.C(N(C(C)C)CC)(C)C. Product: [ClH:27].[F:1][C:2]1[C:3]2[NH:26][C:28](=[O:30])[N:9]([CH:10]3[CH2:15][CH2:14][N:13]([C@H:16]4[CH2:21][CH2:20][C@H:19]([O:22][CH2:23][CH2:24][CH3:25])[CH2:18][CH2:17]4)[CH2:12][CH2:11]3)[C:4]=2[CH:5]=[C:6]([CH3:8])[CH:7]=1. The catalyst class is: 4. (4) Reactant: [CH2:1]([NH:3][C:4]1[C:13]([CH3:14])=[CH:12][C:11]2[C:6](=[CH:7][CH:8]=[C:9]([N+:15]([O-])=O)[CH:10]=2)[N:5]=1)[CH3:2]. Product: [CH2:1]([NH:3][C:4]1[C:13]([CH3:14])=[CH:12][C:11]2[C:6](=[CH:7][CH:8]=[C:9]([NH2:15])[CH:10]=2)[N:5]=1)[CH3:2]. The catalyst class is: 663. (5) Reactant: FC(F)(F)C(O)=O.[C:8]([C:11]1[C:19]2[C:14](=[CH:15][N:16]=[C:17]([CH3:20])[CH:18]=2)[N:13]([CH2:21][C:22]([OH:24])=O)[N:12]=1)(=[O:10])[NH2:9].FC(F)(F)C(O)=O.[F:32][C:33]1[C:38]([O:39][C:40]([F:43])([F:42])[F:41])=[CH:37][CH:36]=[CH:35][C:34]=1[NH:44][C:45]([C@@H:47]1[CH2:52][C@@H:51]2[C@@H:49]([CH2:50]2)[NH:48]1)=[O:46].CCN(C(C)C)C(C)C.CN(C(ON1N=NC2C=CC=CC1=2)=[N+](C)C)C.F[P-](F)(F)(F)(F)F. Product: [F:32][C:33]1[C:38]([O:39][C:40]([F:43])([F:41])[F:42])=[CH:37][CH:36]=[CH:35][C:34]=1[NH:44][C:45]([C@@H:47]1[CH2:52][C@@H:51]2[C@@H:49]([CH2:50]2)[N:48]1[C:22](=[O:24])[CH2:21][N:13]1[C:14]2=[CH:15][N:16]=[C:17]([CH3:20])[CH:18]=[C:19]2[C:11]([C:8]([NH2:9])=[O:10])=[N:12]1)=[O:46]. The catalyst class is: 3. (6) Reactant: Cl.[NH2:2][OH:3].N1C=CC=CC=1.[Cl:10][C:11]1[CH:27]=[CH:26][C:14]2[CH2:15][CH2:16][N:17]([C:20](=[O:25])[C:21]([F:24])([F:23])[F:22])[CH2:18][CH2:19][C:13]=2[C:12]=1[NH:28][CH2:29][C:30]1[CH:35]=[CH:34][C:33]([C:36](=O)[CH2:37][CH:38]([CH3:40])[CH3:39])=[CH:32][CH:31]=1. Product: [Cl:10][C:11]1[CH:27]=[CH:26][C:14]2[CH2:15][CH2:16][N:17]([C:20](=[O:25])[C:21]([F:23])([F:24])[F:22])[CH2:18][CH2:19][C:13]=2[C:12]=1[NH:28][CH2:29][C:30]1[CH:35]=[CH:34][C:33]([C:36](=[N:2][OH:3])[CH2:37][CH:38]([CH3:40])[CH3:39])=[CH:32][CH:31]=1. The catalyst class is: 8. (7) Reactant: [F:1][C:2]1[CH:7]=[C:6]([O:8][CH2:9][CH:10]2[CH2:15][CH2:14][N:13]([CH2:16][C:17]([F:20])([CH3:19])[CH3:18])[CH2:12][CH2:11]2)[CH:5]=[CH:4][C:3]=1[C:21]1[CH:26]=[CH:25][C:24]([C:27]([O:29]C)=[O:28])=[CH:23][CH:22]=1.O[Li].O.Cl. Product: [F:1][C:2]1[CH:7]=[C:6]([O:8][CH2:9][CH:10]2[CH2:11][CH2:12][N:13]([CH2:16][C:17]([F:20])([CH3:19])[CH3:18])[CH2:14][CH2:15]2)[CH:5]=[CH:4][C:3]=1[C:21]1[CH:22]=[CH:23][C:24]([C:27]([OH:29])=[O:28])=[CH:25][CH:26]=1. The catalyst class is: 20. (8) Reactant: [NH2:1][C:2]1[CH:3]=[C:4]([C:8]2[C:9]3[C:16]([C:17]([O:19][CH2:20][CH3:21])=[O:18])=[CH:15][NH:14][C:10]=3[N:11]=[CH:12][N:13]=2)[CH:5]=[CH:6][CH:7]=1.CCN(C(C)C)C(C)C.Cl[CH2:32][CH2:33][S:34](Cl)(=[O:36])=[O:35]. Product: [CH:33]([S:34]([NH:1][C:2]1[CH:3]=[C:4]([C:8]2[C:9]3[C:16]([C:17]([O:19][CH2:20][CH3:21])=[O:18])=[CH:15][NH:14][C:10]=3[N:11]=[CH:12][N:13]=2)[CH:5]=[CH:6][CH:7]=1)(=[O:36])=[O:35])=[CH2:32]. The catalyst class is: 2. (9) Reactant: Br[C:2]1[CH:3]=[C:4]([F:12])[C:5]2[O:10][CH2:9][CH2:8][O:7][C:6]=2[CH:11]=1.C([Li])CCC.B(OC)(OC)[O:19]C.OO. Product: [F:12][C:4]1[C:5]2[O:10][CH2:9][CH2:8][O:7][C:6]=2[CH:11]=[C:2]([OH:19])[CH:3]=1. The catalyst class is: 54. (10) Reactant: Br[CH2:2][C:3](=O)[CH2:4][CH2:5][CH2:6][CH2:7][CH2:8][C:9]1[CH:14]=[CH:13][CH:12]=[CH:11][CH:10]=1.[C:16]([NH:23][C:24]([NH2:26])=[NH:25])([O:18][C:19]([CH3:22])([CH3:21])[CH3:20])=[O:17].O. Product: [NH2:26][C:24]1[N:23]([C:16]([O:18][C:19]([CH3:22])([CH3:21])[CH3:20])=[O:17])[CH:2]=[C:3]([CH2:4][CH2:5][CH2:6][CH2:7][CH2:8][C:9]2[CH:14]=[CH:13][CH:12]=[CH:11][CH:10]=2)[N:25]=1. The catalyst class is: 3.